From a dataset of Full USPTO retrosynthesis dataset with 1.9M reactions from patents (1976-2016). Predict the reactants needed to synthesize the given product. (1) Given the product [OH:11][C@H:2]([C:6]([CH3:9])([CH3:8])[CH3:7])[C:3]([OH:5])=[O:4], predict the reactants needed to synthesize it. The reactants are: N[C@H:2]([C:6]([CH3:9])([CH3:8])[CH3:7])[C:3]([OH:5])=[O:4].N([O-])=[O:11].[Na+].[Cl-].[Na+]. (2) Given the product [CH3:25][O:26][C:27]([C:29]1[N:30]([CH3:35])[C:31]([C:9]2[CH:10]=[CH:11][C:12]([N:15]3[C:19]4[CH:20]=[CH:21][CH:22]=[CH:23][C:18]=4[N:17]=[CH:16]3)=[CH:13][CH:14]=2)=[N:32][CH:33]=1)=[O:28], predict the reactants needed to synthesize it. The reactants are: CC1(C)C(C)(C)OB([C:9]2[CH:14]=[CH:13][C:12]([N:15]3[C:19]4[CH:20]=[CH:21][CH:22]=[CH:23][C:18]=4[N:17]=[CH:16]3)=[CH:11][CH:10]=2)O1.[CH3:25][O:26][C:27]([C:29]1[N:30]([CH3:35])[C:31](Br)=[N:32][CH:33]=1)=[O:28].C(=O)([O-])[O-].[K+].[K+]. (3) Given the product [Cl:1][C:2]1[C:3]([F:23])=[C:4]([NH:8][C:9]2[C:18]3[C:13](=[CH:14][C:15]([O:21][CH3:22])=[C:16]([CH2:19][N:24]4[CH2:31][CH2:30][CH2:29][C@@H:25]4[C:26]([OH:28])=[O:27])[CH:17]=3)[N:12]=[CH:11][N:10]=2)[CH:5]=[CH:6][CH:7]=1, predict the reactants needed to synthesize it. The reactants are: [Cl:1][C:2]1[C:3]([F:23])=[C:4]([NH:8][C:9]2[C:18]3[C:13](=[CH:14][C:15]([O:21][CH3:22])=[C:16]([CH:19]=O)[CH:17]=3)[N:12]=[CH:11][N:10]=2)[CH:5]=[CH:6][CH:7]=1.[NH:24]1[CH2:31][CH2:30][CH2:29][C@@H:25]1[C:26]([OH:28])=[O:27]. (4) Given the product [C:13]([O:17][C:18](=[O:25])[NH:19][C@H:20]1[CH2:24][CH2:23][N:22]([C:2]2[NH:10][C:9]3[C:4](=[N:5][CH:6]=[CH:7][CH:8]=3)[C:3]=2[C:11]#[N:12])[CH2:21]1)([CH3:16])([CH3:14])[CH3:15], predict the reactants needed to synthesize it. The reactants are: Cl[C:2]1[NH:10][C:9]2[C:4](=[N:5][CH:6]=[CH:7][CH:8]=2)[C:3]=1[C:11]#[N:12].[C:13]([O:17][C:18](=[O:25])[NH:19][C@H:20]1[CH2:24][CH2:23][NH:22][CH2:21]1)([CH3:16])([CH3:15])[CH3:14]. (5) Given the product [CH2:5]([C:2]1[O:14][C:13]([NH2:15])=[N:12][CH:3]=1)[C:6]1[CH:11]=[CH:10][CH:9]=[CH:8][CH:7]=1, predict the reactants needed to synthesize it. The reactants are: Br[CH:2]([CH2:5][C:6]1[CH:11]=[CH:10][CH:9]=[CH:8][CH:7]=1)[CH:3]=O.[NH2:12][C:13]([NH2:15])=[O:14].C1(CCC=O)C=CC=CC=1. (6) Given the product [CH3:32][O:31][C:30]1[CH:25]=[CH:26][C:27]([CH2:33][C:34]([OH:36])=[O:35])=[CH:28][C:29]=1[O:13][CH2:12][CH2:11][CH2:10][CH2:9][C:8]1[C:4]([CH2:1][CH2:2][CH3:3])=[N:5][N:6]([C:14]2[CH:19]=[CH:18][C:17]([C:20]([F:22])([F:21])[F:23])=[CH:16][N:15]=2)[CH:7]=1, predict the reactants needed to synthesize it. The reactants are: [CH2:1]([C:4]1[C:8]([CH2:9][CH2:10][CH2:11][CH2:12][OH:13])=[CH:7][N:6]([C:14]2[CH:19]=[CH:18][C:17]([C:20]([F:23])([F:22])[F:21])=[CH:16][N:15]=2)[N:5]=1)[CH2:2][CH3:3].O[C:25]1[CH:26]=[C:27]([CH2:33][C:34]([O:36]C)=[O:35])[CH:28]=[CH:29][C:30]=1[O:31][CH3:32].C(P(CCCC)CCCC)CCC.N(C(N1CCCCC1)=O)=NC(N1CCCCC1)=O. (7) Given the product [CH:20]1([N:8]([C@@H:9]2[CH2:11][C@H:10]2[C:12]2[S:16][CH:15]=[C:14]([C:17](=[O:19])[NH:30][C:28]3[CH:27]=[N:26][N:25]([CH3:24])[CH:29]=3)[CH:13]=2)[C:6](=[O:7])[O:5][C:1]([CH3:4])([CH3:3])[CH3:2])[CH2:23][CH2:22][CH2:21]1, predict the reactants needed to synthesize it. The reactants are: [C:1]([O:5][C:6]([N:8]([CH:20]1[CH2:23][CH2:22][CH2:21]1)[C@@H:9]1[CH2:11][C@H:10]1[C:12]1[S:16][CH:15]=[C:14]([C:17]([OH:19])=O)[CH:13]=1)=[O:7])([CH3:4])([CH3:3])[CH3:2].[CH3:24][N:25]1[CH:29]=[C:28]([NH2:30])[CH:27]=[N:26]1.C(N(CC)CC)C.F[P-](F)(F)(F)(F)F.N1(OC(N(C)C)=[N+](C)C)C2N=CC=CC=2N=N1.